Dataset: Reaction yield outcomes from USPTO patents with 853,638 reactions. Task: Predict the reaction yield, written as a fraction of the theoretical maximum amount of product (1.0 means a 100% yield; for example, 0.34 means a 34% yield). (1) The reactants are [Cl:1][C:2]1[CH:7]=[CH:6][N:5]=[C:4]([NH2:8])[C:3]=1I.C[O:11][C:12]([C:14]1[CH:19]=[C:18]([OH:20])[CH:17]=[CH:16][C:15]=1B(O)O)=O. No catalyst specified. The product is [Cl:1][C:2]1[CH:7]=[CH:6][N:5]=[C:4]2[C:3]=1[C:15]1[CH:16]=[CH:17][C:18]([OH:20])=[CH:19][C:14]=1[C:12](=[O:11])[NH:8]2. The yield is 0.170. (2) The reactants are [Si:1]([O:8][C:9]1[CH:14]=[CH:13][C:12]([C:15]2[N:16]=[C:17]([C:22]3[CH:27]=[CH:26][C:25]([N+:28]([O-:30])=[O:29])=[CH:24][CH:23]=3)[C:18]([NH2:21])=[N:19][CH:20]=2)=[CH:11][CH:10]=1)([C:4]([CH3:7])([CH3:6])[CH3:5])([CH3:3])[CH3:2].[Si:31]([O:38][C:39]1[CH:44]=[CH:43][C:42]([CH2:45][C:46](Cl)=[O:47])=[CH:41][CH:40]=1)([C:34]([CH3:37])([CH3:36])[CH3:35])([CH3:33])[CH3:32].O. The catalyst is CN(C)C1C=CN=CC=1.N1C=CC=CC=1. The product is [Si:31]([O:38][C:39]1[CH:40]=[CH:41][C:42]([CH2:45][C:46]([NH:21][C:18]2[C:17]([C:22]3[CH:23]=[CH:24][C:25]([N+:28]([O-:30])=[O:29])=[CH:26][CH:27]=3)=[N:16][C:15]([C:12]3[CH:11]=[CH:10][C:9]([O:8][Si:1]([C:4]([CH3:7])([CH3:5])[CH3:6])([CH3:3])[CH3:2])=[CH:14][CH:13]=3)=[CH:20][N:19]=2)=[O:47])=[CH:43][CH:44]=1)([C:34]([CH3:37])([CH3:36])[CH3:35])([CH3:33])[CH3:32]. The yield is 0.481. (3) The reactants are [NH2:1][C:2]1=[N:3][C:4](=[O:32])[NH:5]/[C:6]/1=[CH:7]\[C:8]1[CH:13]=[CH:12][C:11]([O:14][CH2:15][C:16]2[CH:21]=[CH:20][C:19]([C:22]([F:25])([F:24])[F:23])=[CH:18][C:17]=2[C:26]([F:29])([F:28])[F:27])=[C:10]([O:30][CH3:31])[CH:9]=1.[N:33]1([CH2:38][CH2:39][CH2:40]N)[CH:37]=[CH:36][N:35]=[CH:34]1. The catalyst is CO. The product is [F:29][C:26]([F:27])([F:28])[C:17]1[CH:18]=[C:19]([C:22]([F:25])([F:23])[F:24])[CH:20]=[CH:21][C:16]=1[CH2:15][O:14][C:11]1[CH:12]=[CH:13][C:8](/[CH:7]=[C:6]2/[C:2]([NH:1][CH2:40][CH2:39][CH2:38][N:33]3[CH:37]=[CH:36][N:35]=[CH:34]3)=[N:3][C:4](=[O:32])[NH:5]/2)=[CH:9][C:10]=1[O:30][CH3:31]. The yield is 0.700. (4) The reactants are Br[CH2:2][CH2:3][CH2:4][CH2:5][CH2:6][CH2:7][C:8]([CH3:15])([CH3:14])[C:9]([O:11][CH2:12][CH3:13])=[O:10].[C:16]1([CH3:28])[CH:21]=[CH:20][C:19]([S:22]([CH2:25][N+:26]#[C-:27])(=[O:24])=[O:23])=[CH:18][CH:17]=1.[H-].[Na+]. The catalyst is [I-].C([N+](CCCC)(CCCC)CCCC)CCC.CS(C)=O. The product is [CH2:12]([O:11][C:9](=[O:10])[C:8]([CH3:15])([CH3:14])[CH2:7][CH2:6][CH2:5][CH2:4][CH2:3][CH2:2][C:25]([N+:26]#[C-:27])([S:22]([C:19]1[CH:18]=[CH:17][C:16]([CH3:28])=[CH:21][CH:20]=1)(=[O:23])=[O:24])[CH2:2][CH2:3][CH2:4][CH2:5][CH2:6][CH2:7][C:8]([CH3:14])([CH3:15])[C:9]([O:11][CH2:12][CH3:13])=[O:10])[CH3:13]. The yield is 1.00. (5) The reactants are [CH3:1][O:2][C:3]1[CH:11]=[CH:10][CH:9]=[C:8]2[C:4]=1[C:5]([NH2:12])=[N:6][NH:7]2.ClC1SC(S(N(S(C2SC(Cl)=CC=2)(=O)=O)C2C3C(=CC=CC=3OC)N(C(OC(C)(C)C)=O)N=2)(=O)=O)=CC=1.[C:50]1(=O)[O:55][C:53](=[O:54])[C:52]2=[CH:56][CH:57]=[CH:58][CH:59]=[C:51]12. The catalyst is O1CCOCC1. The product is [CH3:1][O:2][C:3]1[CH:11]=[CH:10][CH:9]=[C:8]2[C:4]=1[C:5]([N:12]1[C:53](=[O:54])[C:52]3[C:51](=[CH:59][CH:58]=[CH:57][CH:56]=3)[C:50]1=[O:55])=[N:6][NH:7]2. The yield is 0.810. (6) The reactants are C([NH:11][CH2:12][CH2:13][CH2:14][CH2:15][C:16]1[CH:21]=[CH:20][CH:19]=[CH:18][C:17]=1[O:22][CH2:23][C@H:24]([OH:27])[CH2:25][OH:26])(OCC1C=CC=CC=1)=O. The catalyst is CO.[Pd]. The product is [OH:27][C@H:24]([CH2:25][OH:26])[CH2:23][O:22][C:17]1[CH:18]=[CH:19][CH:20]=[CH:21][C:16]=1[CH2:15][CH2:14][CH2:13][CH2:12][NH2:11]. The yield is 0.920.